Task: Predict the reaction yield, written as a fraction of the theoretical maximum amount of product (1.0 means a 100% yield; for example, 0.34 means a 34% yield).. Dataset: Reaction yield outcomes from USPTO patents with 853,638 reactions (1) The reactants are [NH:1]1[C:5]([NH2:6])=[N:4][CH:3]=[N:2]1.[CH3:7][C@@H:8]1[CH2:13][C:12](=O)[CH2:11][C@H:10]([CH3:15])[O:9]1.C(O[BH-](OC(=O)C)OC(=O)C)(=O)C.[Na+]. The catalyst is C(O)(=O)C. The product is [CH3:7][C@@H:8]1[CH2:13][CH:12]([NH:6][C:5]2[NH:1][N:2]=[CH:3][N:4]=2)[CH2:11][C@H:10]([CH3:15])[O:9]1. The yield is 0.490. (2) The reactants are [Cl:1][C:2]1[CH:7]=[C:6]([NH:8]/[C:9](=[N:12]/[C:13]#[N:14])/SC)[CH:5]=[C:4]([C:15]([F:18])([F:17])[F:16])[C:3]=1[C:19]1[CH:24]=[CH:23][C:22]([C:25]([O:27][C:28]([CH3:31])([CH3:30])[CH3:29])=[O:26])=[CH:21][CH:20]=1.[NH2:32][NH2:33]. The catalyst is C(O)C. The product is [NH2:14][C:13]1[NH:33][N:32]=[C:9]([NH:8][C:6]2[CH:5]=[C:4]([C:15]([F:18])([F:17])[F:16])[C:3]([C:19]3[CH:24]=[CH:23][C:22]([C:25]([O:27][C:28]([CH3:31])([CH3:30])[CH3:29])=[O:26])=[CH:21][CH:20]=3)=[C:2]([Cl:1])[CH:7]=2)[N:12]=1. The yield is 0.730. (3) The reactants are C([O:8][C:9]([CH:12]1[O:25][CH2:24][C:23]2[C:22]3[C:21]([CH3:26])=[CH:20][CH:19]=[CH:18][C:17]=3[C:16](=[O:27])[NH:15][C:14]=2[CH2:13]1)([CH3:11])[CH3:10])C1C=CC=CC=1.Cl.C(O)(=O)C. The catalyst is O1CCOCC1.C(O)(=O)C.[OH-].[OH-].[Pd+2]. The product is [OH:8][C:9]([CH:12]1[O:25][CH2:24][C:23]2[C:22]3[C:17](=[CH:18][CH:19]=[CH:20][C:21]=3[CH3:26])[C:16](=[O:27])[NH:15][C:14]=2[CH2:13]1)([CH3:11])[CH3:10]. The yield is 0.320. (4) The reactants are [CH2:1]([C@H:3]1[C@@H:7]([C:8]2[N:12]3[C:13]4[CH:19]=[CH:18][N:17]([S:20]([C:23]5[CH:29]=[CH:28][C:26]([CH3:27])=[CH:25][CH:24]=5)(=[O:22])=[O:21])[C:14]=4[N:15]=[CH:16][C:11]3=[N:10][N:9]=2)[CH2:6][C@@H:5]([NH2:30])[CH2:4]1)[CH3:2].[N:31]1([S:35](Cl)(=[O:37])=[O:36])[CH2:34][CH2:33][CH2:32]1. The catalyst is CN(C=O)C. The product is [CH2:1]([C@H:3]1[C@@H:7]([C:8]2[N:12]3[C:13]4[CH:19]=[CH:18][N:17]([S:20]([C:23]5[CH:24]=[CH:25][C:26]([CH3:27])=[CH:28][CH:29]=5)(=[O:22])=[O:21])[C:14]=4[N:15]=[CH:16][C:11]3=[N:10][N:9]=2)[CH2:6][C@@H:5]([NH:30][S:35]([N:31]2[CH2:34][CH2:33][CH2:32]2)(=[O:37])=[O:36])[CH2:4]1)[CH3:2]. The yield is 0.770. (5) The yield is 0.770. The reactants are C1(P(C2CCCCC2)C2C=CC=CC=2C2C(OC)=CC=CC=2OC)CCCCC1.P([O-])([O-])([O-])=O.[K+].[K+].[K+].[CH3:38][O:39][C:40](=[O:50])[CH2:41][C:42]1[CH:47]=[CH:46][C:45](Cl)=[CH:44][C:43]=1[F:49].[CH2:51]([C:53]([C:76]1[CH:81]=[CH:80][C:79](B2OC(C)(C)C(C)(C)O2)=[C:78]([CH3:91])[CH:77]=1)([C:56]1[CH:61]=[CH:60][C:59]([C:62]#[C:63][C:64]2([O:70][Si:71]([CH3:74])([CH3:73])[CH3:72])[CH2:69][CH2:68][CH2:67][CH2:66][CH2:65]2)=[C:58]([CH3:75])[CH:57]=1)[CH2:54][CH3:55])[CH3:52]. The catalyst is O.C1(C)C=CC=CC=1.C([O-])(=O)C.[Pd+2].C([O-])(=O)C. The product is [CH3:38][O:39][C:40](=[O:50])[CH2:41][C:42]1[CH:47]=[CH:46][C:45]([C:79]2[CH:80]=[CH:81][C:76]([C:53]([CH2:54][CH3:55])([C:56]3[CH:61]=[CH:60][C:59]([C:62]#[C:63][C:64]4([O:70][Si:71]([CH3:73])([CH3:74])[CH3:72])[CH2:69][CH2:68][CH2:67][CH2:66][CH2:65]4)=[C:58]([CH3:75])[CH:57]=3)[CH2:51][CH3:52])=[CH:77][C:78]=2[CH3:91])=[CH:44][C:43]=1[F:49]. (6) The reactants are [ClH:1].O1CCOCC1.OC(C(F)(F)F)=O.[O:15]1[CH2:20][CH2:19][N:18]([C:21]2[O:22][CH:23]=[C:24]([C:26]([N:28]3[CH2:33][CH2:32][N:31](C(OC(C)(C)C)=O)[CH2:30][CH:29]3[CH2:41][O:42][C:43]3[CH:44]=[N:45][CH:46]=[CH:47][CH:48]=3)=[O:27])[N:25]=2)[CH2:17][CH2:16]1. The catalyst is CO. The product is [ClH:1].[ClH:1].[O:15]1[CH2:20][CH2:19][N:18]([C:21]2[O:22][CH:23]=[C:24]([C:26]([N:28]3[CH2:33][CH2:32][NH:31][CH2:30][CH:29]3[CH2:41][O:42][C:43]3[CH:44]=[N:45][CH:46]=[CH:47][CH:48]=3)=[O:27])[N:25]=2)[CH2:17][CH2:16]1. The yield is 0.850. (7) The yield is 0.120. The catalyst is CS(C)=O.[Cu]I. The reactants are Br[C:2]1[C:17]([O:18][CH2:19][C@@H:20]([NH:25]C(=O)OC(C)(C)C)[CH2:21][CH:22]([CH3:24])[CH3:23])=[CH:16][C:5]2[N:6]([CH3:15])[C:7](=[O:14])[C:8]3[C:13]([C:4]=2[CH:3]=1)=[CH:12][CH:11]=[N:10][CH:9]=3.CCCC[N+](CCCC)(CCCC)CCCC.[OH-].O.CC1C=CC2C(=C([OH:63])C=CC=2)N=1. The product is [NH2:25][C@@H:20]([CH2:21][CH:22]([CH3:23])[CH3:24])[CH2:19][O:18][C:17]1[C:2]([OH:63])=[CH:3][C:4]2[C:13]3[C:8](=[CH:9][N:10]=[CH:11][CH:12]=3)[C:7](=[O:14])[N:6]([CH3:15])[C:5]=2[CH:16]=1. (8) The reactants are [NH2:1][C:2]1[CH:7]=[C:6]([Cl:8])[CH:5]=[CH:4][N:3]=1.C(N([CH2:14][CH3:15])CC)C.Cl[C:17]([O:19][C:20]1[CH:25]=[CH:24][CH:23]=[CH:22][CH:21]=1)=[O:18]. The catalyst is O1CCCC1. The product is [C:20]1([O:19][C:17](=[O:18])[N:1]([C:2]2[CH:7]=[C:6]([Cl:8])[CH:5]=[CH:4][N:3]=2)[C:17]([O:19][C:15]2[CH:14]=[CH:22][CH:21]=[CH:20][CH:25]=2)=[O:18])[CH:25]=[CH:24][CH:23]=[CH:22][CH:21]=1. The yield is 0.263.